From a dataset of Reaction yield outcomes from USPTO patents with 853,638 reactions. Predict the reaction yield, written as a fraction of the theoretical maximum amount of product (1.0 means a 100% yield; for example, 0.34 means a 34% yield). The reactants are C(N(CC)CC)C.[CH2:8]([O:15][C:16](=[O:32])[C:17]1[CH:22]=[C:21](I)[CH:20]=[CH:19][C:18]=1[O:24][CH2:25][C:26]1[CH:31]=[CH:30][CH:29]=[CH:28][CH:27]=1)[C:9]1[CH:14]=[CH:13][CH:12]=[CH:11][CH:10]=1.[CH3:33][Si:34]([C:37]#[CH:38])([CH3:36])[CH3:35].[Al]. The catalyst is CN(C=O)C.C(OCC)(=O)C.Cl[Pd](Cl)([P](C1C=CC=CC=1)(C1C=CC=CC=1)C1C=CC=CC=1)[P](C1C=CC=CC=1)(C1C=CC=CC=1)C1C=CC=CC=1.[Cu](I)I. The product is [CH2:8]([O:15][C:16](=[O:32])[C:17]1[CH:22]=[C:21]([C:38]#[C:37][Si:34]([CH3:36])([CH3:35])[CH3:33])[CH:20]=[CH:19][C:18]=1[O:24][CH2:25][C:26]1[CH:31]=[CH:30][CH:29]=[CH:28][CH:27]=1)[C:9]1[CH:14]=[CH:13][CH:12]=[CH:11][CH:10]=1. The yield is 0.930.